From a dataset of M1 muscarinic receptor agonist screen with 61,833 compounds. Binary Classification. Given a drug SMILES string, predict its activity (active/inactive) in a high-throughput screening assay against a specified biological target. (1) The drug is O(c1c(/[nH][nH]c1C)=C1\C(=O)C=C(OC)C=C1)c1ccc(cc1)C(OCCC)=O. The result is 0 (inactive). (2) The molecule is Brc1cc(n2c(=O)[nH]c(N3CCN(CC3)C(OCC)=O)cc2=O)ccc1. The result is 0 (inactive).